This data is from Reaction yield outcomes from USPTO patents with 853,638 reactions. The task is: Predict the reaction yield, written as a fraction of the theoretical maximum amount of product (1.0 means a 100% yield; for example, 0.34 means a 34% yield). (1) The reactants are Br[C:2]1[CH:3]=[C:4]([CH:12]=[C:13]([C:15]([F:18])([F:17])[F:16])[CH:14]=1)[C:5]([O:7][C:8]([CH3:11])([CH3:10])[CH3:9])=[O:6].[CH3:19][C:20]([CH3:22])=[O:21].Cl.CCOCC. The catalyst is C1COCC1. The product is [OH:21][C:20]([C:2]1[CH:3]=[C:4]([CH:12]=[C:13]([C:15]([F:18])([F:17])[F:16])[CH:14]=1)[C:5]([O:7][C:8]([CH3:11])([CH3:10])[CH3:9])=[O:6])([CH3:22])[CH3:19]. The yield is 0.493. (2) The reactants are [C:1]([NH:8][C@H:9]([C:12]([OH:14])=[O:13])[CH2:10][OH:11])([O:3][C:4]([CH3:7])([CH3:6])[CH3:5])=[O:2].[H-].[Na+].[CH2:17](Br)[C:18]1[CH:23]=[CH:22][CH:21]=[CH:20][CH:19]=1. The catalyst is CN(C=O)C. The product is [C:4]([O:3][C:1]([NH:8][C@H:9]([C:12]([OH:14])=[O:13])[CH2:10][O:11][CH2:17][C:18]1[CH:23]=[CH:22][CH:21]=[CH:20][CH:19]=1)=[O:2])([CH3:7])([CH3:6])[CH3:5]. The yield is 0.800. (3) The reactants are [Cl:1][C:2]1[N:6]([CH2:7][C:8]2[N:9]=[C:10]3[S:17][C:16]([CH3:18])=[C:15]([CH:19]([CH3:24])[C:20](OC)=[O:21])[N:11]3[C:12](=[O:14])[CH:13]=2)[N:5]=[C:4]([C:25]([F:28])([F:27])[F:26])[CH:3]=1.CC(C[AlH]CC(C)C)C. The catalyst is ClCCl. The product is [Cl:1][C:2]1[N:6]([CH2:7][C:8]2[N:9]=[C:10]3[S:17][C:16]([CH3:18])=[C:15]([CH:19]([CH3:24])[CH2:20][OH:21])[N:11]3[C:12](=[O:14])[CH:13]=2)[N:5]=[C:4]([C:25]([F:28])([F:26])[F:27])[CH:3]=1. The yield is 0.510. (4) The product is [C:1]([N:5]1[CH2:10][CH2:9][CH2:8][C@@H:7]([O:11][C:12]2[C:20]([CH:21]3[CH2:23][CH2:22]3)=[CH:19][C:15]([C:16]([NH:31][S:28]([CH3:27])(=[O:30])=[O:29])=[O:17])=[C:14]([F:24])[CH:13]=2)[CH2:6]1)([CH3:4])([CH3:3])[CH3:2]. The yield is 0.180. The catalyst is O1CCCC1.O.CN(C)C1C=CN=CC=1.Cl.[Cl-].[Na+].O. The reactants are [C:1]([N:5]1[CH2:10][CH2:9][CH2:8][C@@H:7]([O:11][C:12]2[C:20]([CH:21]3[CH2:23][CH2:22]3)=[CH:19][C:15]([C:16]([O-])=[O:17])=[C:14]([F:24])[CH:13]=2)[CH2:6]1)([CH3:4])([CH3:3])[CH3:2].[OH-].[Na+].[CH3:27][S:28]([NH2:31])(=[O:30])=[O:29].Cl.CN(C)CCCN=C=NCC. (5) The reactants are [F:1][C:2]1[C:7]2[NH:8][CH:9]=[N:10][C:6]=2[CH:5]=[C:4]([C:11]([OH:13])=O)[C:3]=1[NH:14][C:15]1[CH:20]=[CH:19][C:18]([Br:21])=[CH:17][C:16]=1[CH3:22].CCN(C(C)C)C(C)C.C1CN([P+](ON2N=NC3C=[CH:53][CH:54]=[CH:55][C:50]2=3)(N2CCCC2)N2CCCC2)CC1.F[P-](F)(F)(F)(F)F.Cl.C1([N:69](C)[OH:70])CC1. The catalyst is C1COCC1.C(Cl)Cl. The product is [CH:54]1([CH2:53][O:70][NH:69][C:11]([C:4]2[C:3]([NH:14][C:15]3[CH:20]=[CH:19][C:18]([Br:21])=[CH:17][C:16]=3[CH3:22])=[C:2]([F:1])[C:7]3[NH:8][CH:9]=[N:10][C:6]=3[CH:5]=2)=[O:13])[CH2:55][CH2:50]1. The yield is 0.450.